From a dataset of Forward reaction prediction with 1.9M reactions from USPTO patents (1976-2016). Predict the product of the given reaction. (1) The product is: [CH3:20][C:16]1[C:17]([OH:18])=[C:11]([C:9](=[O:10])[CH2:8][CH2:7][C:1]2[CH:2]=[CH:3][CH:4]=[CH:5][CH:6]=2)[C:12]([OH:13])=[CH:14][C:15]=1[OH:19]. Given the reactants [C:1]1([CH2:7][CH2:8][C:9]([C:11]2[C:17]([OH:18])=[CH:16][C:15]([OH:19])=[CH:14][C:12]=2[OH:13])=[O:10])[CH:6]=[CH:5][CH:4]=[CH:3][CH:2]=1.[CH3:20]C(CC1C=CC=CC=1)C(O)=O, predict the reaction product. (2) Given the reactants [CH2:1]([O:8][C:9]1[CH:14]=[CH:13][C:12](B(O)O)=[CH:11][CH:10]=1)[C:2]1[CH:7]=[CH:6][CH:5]=[CH:4][CH:3]=1.Br[C:19]1[CH:20]=[C:21]2[C:25](=[CH:26][CH:27]=1)[C:24](=[O:28])[CH2:23][CH2:22]2.C1(P(C2CCCCC2)C2CCCCC2)CCCCC1.[F-].[K+], predict the reaction product. The product is: [CH2:1]([O:8][C:9]1[CH:14]=[CH:13][C:12]([C:19]2[CH:20]=[C:21]3[C:25](=[CH:26][CH:27]=2)[C:24](=[O:28])[CH2:23][CH2:22]3)=[CH:11][CH:10]=1)[C:2]1[CH:7]=[CH:6][CH:5]=[CH:4][CH:3]=1. (3) Given the reactants Cl.[F:2][C:3]1[CH:4]=[CH:5][C:6]2[N:10]=[C:9]([CH2:11][NH2:12])[N:8]([C:13]3[CH:18]=[CH:17][CH:16]=[CH:15][CH:14]=3)[C:7]=2[CH:19]=1.Cl[C:21]1[N:29]=[CH:28][N:27]=[C:26]2[C:22]=1[N:23]=[CH:24][N:25]2[CH:30]1[CH2:35][CH2:34][CH2:33][CH2:32][O:31]1.C(N(CC)CC)C, predict the reaction product. The product is: [F:2][C:3]1[CH:4]=[CH:5][C:6]2[N:10]=[C:9]([CH2:11][NH:12][C:21]3[N:29]=[CH:28][N:27]=[C:26]4[C:22]=3[N:23]=[CH:24][N:25]4[CH:30]3[CH2:35][CH2:34][CH2:33][CH2:32][O:31]3)[N:8]([C:13]3[CH:18]=[CH:17][CH:16]=[CH:15][CH:14]=3)[C:7]=2[CH:19]=1. (4) Given the reactants [CH3:1][O:2][C:3]([C:5]1[C@@H:6]2[N:31]([C:32]([O:34][C:35]([CH3:38])([CH3:37])[CH3:36])=[O:33])[C@H:9]([CH2:10][C:11]=1[C:12]1[CH:17]=[CH:16][C:15]([O:18][CH2:19][CH2:20][O:21][C:22]3[C:27]([Cl:28])=[CH:26][C:25]([CH3:29])=[CH:24][C:23]=3[Cl:30])=[CH:14][CH:13]=1)[CH2:8][CH2:7]2)=[O:4], predict the reaction product. The product is: [CH3:1][O:2][C:3]([C@@H:5]1[C@@H:11]([C:12]2[CH:17]=[CH:16][C:15]([O:18][CH2:19][CH2:20][O:21][C:22]3[C:23]([Cl:30])=[CH:24][C:25]([CH3:29])=[CH:26][C:27]=3[Cl:28])=[CH:14][CH:13]=2)[CH2:10][C@H:9]2[N:31]([C:32]([O:34][C:35]([CH3:38])([CH3:37])[CH3:36])=[O:33])[C@@H:6]1[CH2:7][CH2:8]2)=[O:4]. (5) The product is: [Br:1][C:2]1[CH:3]=[CH:4][C:5]([CH2:8][C:9]2[N:36]([CH3:12])[C:35]3[CH:34]=[CH:33][C:21]([O:22][C:23]4[CH:28]=[CH:27][N:26]=[C:25]([C:29]([NH:31][CH3:32])=[O:30])[CH:24]=4)=[CH:20][C:19]=3[N:18]=2)=[CH:6][CH:7]=1. Given the reactants [Br:1][C:2]1[CH:7]=[CH:6][C:5]([CH2:8][C:9](O)=O)=[CH:4][CH:3]=1.[C:12](Cl)(=O)C(Cl)=O.[NH2:18][C:19]1[CH:20]=[C:21]([CH:33]=[CH:34][C:35]=1[NH2:36])[O:22][C:23]1[CH:28]=[CH:27][N:26]=[C:25]([C:29]([NH:31][CH3:32])=[O:30])[CH:24]=1.C(N(CC)CC)C, predict the reaction product. (6) Given the reactants FC(F)(F)C(O)=O.[Cl:8][C:9]1[C:10]([NH:24][CH2:25][CH:26]2[CH2:31][CH2:30][N:29](C(OC(C)(C)C)=O)[CH2:28][CH2:27]2)=[CH:11][C:12]([NH:15][C:16]2[CH:21]=[N:20][C:19]([C:22]#[N:23])=[CH:18][N:17]=2)=[N:13][CH:14]=1, predict the reaction product. The product is: [Cl:8][C:9]1[C:10]([NH:24][CH2:25][CH:26]2[CH2:31][CH2:30][NH:29][CH2:28][CH2:27]2)=[CH:11][C:12]([NH:15][C:16]2[N:17]=[CH:18][C:19]([C:22]#[N:23])=[N:20][CH:21]=2)=[N:13][CH:14]=1. (7) Given the reactants [Cl:1][C:2]1[CH:7]=[CH:6][C:5]([CH:8]2[CH:12]([C:13]3[CH:18]=[CH:17][C:16]([Cl:19])=[CH:15][CH:14]=3)[NH:11][C:10]([C:20]3[CH:21]=[C:22]([CH:30]=[CH:31][C:32]=3[O:33][CH3:34])[CH2:23][N:24]3[CH2:29][CH2:28][O:27][CH2:26][CH2:25]3)=[N:9]2)=[CH:4][CH:3]=1.C(N(CC)CC)C.[C:42](Cl)(=[O:46])[CH:43]([CH3:45])[CH3:44], predict the reaction product. The product is: [Cl:1][C:2]1[CH:7]=[CH:6][C:5]([CH:8]2[CH:12]([C:13]3[CH:14]=[CH:15][C:16]([Cl:19])=[CH:17][CH:18]=3)[N:11]([C:42](=[O:46])[CH:43]([CH3:45])[CH3:44])[C:10]([C:20]3[CH:21]=[C:22]([CH2:23][N:24]4[CH2:29][CH2:28][O:27][CH2:26][CH2:25]4)[CH:30]=[CH:31][C:32]=3[O:33][CH3:34])=[N:9]2)=[CH:4][CH:3]=1. (8) Given the reactants [CH3:1][O:2][C:3]([NH:5][NH2:6])=[O:4].[CH3:7][N:8]([CH3:22])[CH2:9][CH2:10][C:11]1[C:19]2[C:14](=[CH:15][CH:16]=[C:17]([CH:20]=O)[CH:18]=2)[NH:13][CH:12]=1, predict the reaction product. The product is: [CH3:1][O:2][C:3]([NH:5][N:6]=[CH:20][C:17]1[CH:18]=[C:19]2[C:14](=[CH:15][CH:16]=1)[NH:13][CH:12]=[C:11]2[CH2:10][CH2:9][N:8]([CH3:22])[CH3:7])=[O:4]. (9) Given the reactants [CH3:1][O:2][C:3]1[CH:22]=[CH:21][C:6]([CH2:7][N:8]2[C:16]3[C:11](=[CH:12][CH:13]=[CH:14][CH:15]=3)[C:10]([Sn](C)(C)C)=[N:9]2)=[CH:5][CH:4]=1.Br[C:24]1[N:29]=[C:28]([Cl:30])[CH:27]=[CH:26][N:25]=1, predict the reaction product. The product is: [Cl:30][C:28]1[CH:27]=[CH:26][N:25]=[C:24]([C:10]2[C:11]3[C:16](=[CH:15][CH:14]=[CH:13][CH:12]=3)[N:8]([CH2:7][C:6]3[CH:21]=[CH:22][C:3]([O:2][CH3:1])=[CH:4][CH:5]=3)[N:9]=2)[N:29]=1.